Task: Predict the reaction yield, written as a fraction of the theoretical maximum amount of product (1.0 means a 100% yield; for example, 0.34 means a 34% yield).. Dataset: Reaction yield outcomes from USPTO patents with 853,638 reactions (1) The reactants are [N+:1]([C:4]1[N:9]=[CH:8][C:7]([C:10]2[CH2:15][CH2:14][N:13](C(OC(C)(C)C)=O)[CH2:12][CH:11]=2)=[CH:6][CH:5]=1)([O-:3])=[O:2]. The catalyst is Cl.O1CCOCC1. The product is [N+:1]([C:4]1[CH:5]=[CH:6][C:7]([C:10]2[CH2:15][CH2:14][NH:13][CH2:12][CH:11]=2)=[CH:8][N:9]=1)([O-:3])=[O:2]. The yield is 0.740. (2) The catalyst is CO. The product is [C:3]([O:7][C:8]([N:10]1[CH2:15][CH2:14][NH:13][C:12](=[O:16])[CH:11]1[CH2:17][C:18]([OH:20])=[O:19])=[O:9])([CH3:6])([CH3:4])[CH3:5]. The yield is 0.830. The reactants are [OH-].[Na+].[C:3]([O:7][C:8]([N:10]1[CH2:15][CH2:14][NH:13][C:12](=[O:16])[CH:11]1[CH2:17][C:18]([O:20]CC)=[O:19])=[O:9])([CH3:6])([CH3:5])[CH3:4]. (3) The reactants are [F:1][C:2]1[CH:7]=[C:6]([I:8])[CH:5]=[CH:4][C:3]=1[N:9]1[C:14]2[N:15]([CH3:22])[C:16](=[O:21])[C:17]([CH3:20])=[C:18]([OH:19])[C:13]=2[C:12](=[O:23])[N:11]([CH3:24])[C:10]1=[O:25].C(Cl)(Cl)Cl.N1C(C)=CC=CC=1C.[F:38][C:39]([F:52])([F:51])[S:40](O[S:40]([C:39]([F:52])([F:51])[F:38])(=[O:42])=[O:41])(=[O:42])=[O:41]. The catalyst is O. The product is [F:1][C:2]1[CH:7]=[C:6]([I:8])[CH:5]=[CH:4][C:3]=1[N:9]1[C:14]2[N:15]([CH3:22])[C:16](=[O:21])[C:17]([CH3:20])=[C:18]([O:19][S:40]([C:39]([F:52])([F:51])[F:38])(=[O:42])=[O:41])[C:13]=2[C:12](=[O:23])[N:11]([CH3:24])[C:10]1=[O:25]. The yield is 0.660. (4) The reactants are [C:1]([O:5][C:6](=[O:19])[NH:7][C@H:8]([C@H:16]1[CH2:18][O:17]1)[CH2:9][C:10]1[CH:15]=[CH:14][CH:13]=[CH:12][CH:11]=1)([CH3:4])([CH3:3])[CH3:2].[CH3:20][O:21][C:22]1[CH:23]=[C:24]([CH:27]=[CH:28][CH:29]=1)[CH2:25][NH2:26]. The catalyst is CCO. The product is [C:1]([O:5][C:6](=[O:19])[NH:7][C@@H:8]([CH2:9][C:10]1[CH:15]=[CH:14][CH:13]=[CH:12][CH:11]=1)[C@H:16]([OH:17])[CH2:18][NH:26][CH2:25][C:24]1[CH:27]=[CH:28][CH:29]=[C:22]([O:21][CH3:20])[CH:23]=1)([CH3:4])([CH3:3])[CH3:2]. The yield is 0.660. (5) The yield is 0.440. The catalyst is C1COCC1. The product is [F:30][C:31]([F:35])([F:34])[CH2:32][O:17][C@@H:18]1[CH2:22][CH2:21][N:20]([C:23]([O:25][C:26]([CH3:29])([CH3:28])[CH3:27])=[O:24])[CH2:19]1. The reactants are N(C(OC(C)(C)C)=O)=NC(OC(C)(C)C)=O.[OH:17][C@H:18]1[CH2:22][CH2:21][N:20]([C:23]([O:25][C:26]([CH3:29])([CH3:28])[CH3:27])=[O:24])[CH2:19]1.[F:30][C:31]([F:35])([F:34])[CH2:32]O.C1(P(C2C=CC=CC=2)C2C=CC=CC=2)C=CC=CC=1. (6) The reactants are [CH3:1][CH:2]1[NH:7][CH2:6][C:5]2[C:8]([C:11]3[CH:16]=[CH:15][CH:14]=[CH:13][CH:12]=3)=[N:9][NH:10][C:4]=2[CH2:3]1.CC1C2C(C3C=CC=CC=3)=NNC=2CCN1.[Cl:33][C:34]1[CH:39]=[CH:38][CH:37]=[C:36]([N:40]=[C:41]=[O:42])[CH:35]=1.ClC1C=C(NC(N2CCC3NN=C(C4C=CC=CC=4)C=3C2C)=O)C=CC=1. The catalyst is C(Cl)Cl. The product is [Cl:33][C:34]1[CH:35]=[C:36]([NH:40][C:41]([N:7]2[CH:2]([CH3:1])[CH2:3][C:4]3[NH:10][N:9]=[C:8]([C:11]4[CH:16]=[CH:15][CH:14]=[CH:13][CH:12]=4)[C:5]=3[CH2:6]2)=[O:42])[CH:37]=[CH:38][CH:39]=1. The yield is 0.519. (7) The reactants are Br[C:2]1[C:3]([O:23][CH3:24])=[C:4]([CH:10]([N:12]2[C:16]3=[N:17][CH:18]=[N:19][C:20]([NH2:21])=[C:15]3[C:14]([CH3:22])=[N:13]2)[CH3:11])[CH:5]=[C:6]([Cl:9])[C:7]=1[CH3:8].[F:25][C:26]1[CH:27]=[C:28](B(O)O)[CH:29]=[CH:30][C:31]=1[C:32]([O:34][CH3:35])=[O:33].C(=O)([O-])[O-].[Na+].[Na+].ClCCl.N#N. The catalyst is C(#N)C.C1C=CC(P(C2C=CC=CC=2)[C-]2C=CC=C2)=CC=1.C1C=CC(P(C2C=CC=CC=2)[C-]2C=CC=C2)=CC=1.Cl[Pd]Cl.[Fe+2]. The product is [NH2:21][C:20]1[N:19]=[CH:18][N:17]=[C:16]2[N:12]([CH:10]([C:4]3[C:3]([O:23][CH3:24])=[C:2]([C:28]4[CH:29]=[CH:30][C:31]([C:32]([O:34][CH3:35])=[O:33])=[C:26]([F:25])[CH:27]=4)[C:7]([CH3:8])=[C:6]([Cl:9])[CH:5]=3)[CH3:11])[N:13]=[C:14]([CH3:22])[C:15]=12. The yield is 0.750. (8) The reactants are [NH2:1][C:2]1[CH:3]=[C:4]([CH:20]=[CH:21][CH:22]=1)[CH2:5][O:6][C:7]1[CH:12]=[CH:11][C:10]([C:13](=[O:15])[CH3:14])=[C:9]([OH:16])[C:8]=1[CH2:17][CH2:18][CH3:19].[CH3:23][O:24][C:25](=[O:33])[C:26]1[CH:31]=[CH:30][CH:29]=[C:28](Br)[CH:27]=1.C(=O)([O-])[O-].[Cs+].[Cs+].C1(P(C2C=CC=CC=2)C2C=CC3C(=CC=CC=3)C=2C2C3C(=CC=CC=3)C=CC=2P(C2C=CC=CC=2)C2C=CC=CC=2)C=CC=CC=1.C(O)(=O)CC(CC(O)=O)(C(O)=O)O. The catalyst is C1(C)C=CC=CC=1.C([O-])(=O)C.[Pd+2].C([O-])(=O)C. The product is [CH3:23][O:24][C:25](=[O:33])[C:26]1[CH:31]=[CH:30][CH:29]=[C:28]([NH:1][C:2]2[CH:22]=[CH:21][CH:20]=[C:4]([CH2:5][O:6][C:7]3[CH:12]=[CH:11][C:10]([C:13](=[O:15])[CH3:14])=[C:9]([OH:16])[C:8]=3[CH2:17][CH2:18][CH3:19])[CH:3]=2)[CH:27]=1. The yield is 0.430. (9) The reactants are CCOCC.Cl.[Br:7][C:8]1[CH:39]=[CH:38][C:11]2=[N:12][C:13]3[CH2:14][CH2:15][N:16](C(OC(C)(C)C)=O)[CH2:17][C:18]=3[C:19]([NH:20][CH2:21][C:22]3[CH:27]=[CH:26][C:25]([O:28][CH3:29])=[C:24]([Cl:30])[CH:23]=3)=[C:10]2[CH:9]=1.C([O-])(O)=O.[Na+].C(Cl)Cl.CO. The catalyst is C(Cl)Cl.O1CCOCC1.Cl. The product is [Br:7][C:8]1[CH:39]=[CH:38][C:11]2=[N:12][C:13]3[CH2:14][CH2:15][NH:16][CH2:17][C:18]=3[C:19]([NH:20][CH2:21][C:22]3[CH:27]=[CH:26][C:25]([O:28][CH3:29])=[C:24]([Cl:30])[CH:23]=3)=[C:10]2[CH:9]=1. The yield is 0.150.